From a dataset of Full USPTO retrosynthesis dataset with 1.9M reactions from patents (1976-2016). Predict the reactants needed to synthesize the given product. Given the product [Cl:1][C:2]1[CH:3]=[CH:4][C:5]([CH:8]2[CH2:9][CH2:10][C:11]3([C:14](=[O:16])[N:22]([C@H:23]4[CH2:28][CH2:27][C@H:26]([OH:29])[CH2:25][CH2:24]4)[CH2:19][CH2:18]3)[CH2:12][CH2:13]2)=[CH:6][CH:7]=1, predict the reactants needed to synthesize it. The reactants are: [Cl:1][C:2]1[CH:7]=[CH:6][C:5]([CH:8]2[CH2:13][CH2:12][C:11]([CH2:18][CH:19]=O)([C:14]([O:16]C)=O)[CH2:10][CH2:9]2)=[CH:4][CH:3]=1.Cl.[NH2:22][C@H:23]1[CH2:28][CH2:27][C@H:26]([OH:29])[CH2:25][CH2:24]1.C(N(CC)CC)C.C(O[BH-](OC(=O)C)OC(=O)C)(=O)C.[Na+].